This data is from Forward reaction prediction with 1.9M reactions from USPTO patents (1976-2016). The task is: Predict the product of the given reaction. (1) Given the reactants [Cl:1][C:2]1[C:6]([Cl:7])=[C:5]([CH3:8])[NH:4][C:3]=1[C:9]([NH:11][CH:12]1[C:17]2([O:21][CH2:20][CH2:19][O:18]2)[CH2:16][N:15]([C:22]2[S:23][C:24]([C:31]([OH:33])=[O:32])=[C:25]([C:27]([NH:29][CH3:30])=[O:28])[N:26]=2)[CH2:14][CH2:13]1)=[O:10].CO.[OH-].[Na+:37], predict the reaction product. The product is: [Cl:1][C:2]1[C:6]([Cl:7])=[C:5]([CH3:8])[NH:4][C:3]=1[C:9]([NH:11][CH:12]1[C:17]2([O:21][CH2:20][CH2:19][O:18]2)[CH2:16][N:15]([C:22]2[S:23][C:24]([C:31]([O-:33])=[O:32])=[C:25]([C:27]([NH:29][CH3:30])=[O:28])[N:26]=2)[CH2:14][CH2:13]1)=[O:10].[Na+:37]. (2) The product is: [CH3:4][C:3]1[N:14]=[C:13]([C:8]2[CH:9]=[CH:10][CH:11]=[CH:12][C:7]=2[NH2:6])[S:15][CH:2]=1. Given the reactants Cl[CH2:2][C:3](=O)[CH3:4].[NH2:6][C:7]1[CH:12]=[CH:11][CH:10]=[CH:9][C:8]=1[C:13](=[S:15])[NH2:14], predict the reaction product. (3) Given the reactants [CH2:1]([O:4][C:5]1[CH:12]=[CH:11][C:10]([I:13])=[CH:9][C:6]=1[CH:7]=O)[CH:2]=[CH2:3].FC1C=CC(C)=[C:19](C=1)[CH:20]=[O:21].[CH3:24][Si:25]([CH3:32])([CH3:31])N[Si:25]([CH3:32])([CH3:31])[CH3:24].C([Li])CCC.C[Si](Cl)(C)C.C([N:45](CC)CC)C.C(Cl)(=O)C, predict the reaction product. The product is: [CH2:1]([O:4][C:5]1[CH:12]=[CH:11][C:10]([I:13])=[CH:9][C:6]=1[CH:7]=[N:45][C:20]([O:19][Si:25]([CH3:32])([CH3:31])[CH3:24])=[CH2:21])[CH:2]=[CH2:3]. (4) Given the reactants [CH3:1][O:2][CH2:3][O:4][C:5]1[CH:10]=[C:9]([O:11][CH2:12][O:13][CH3:14])[CH:8]=[CH:7][C:6]=1[C:15]1[CH2:20][CH2:19][CH2:18][C:17](=O)[CH:16]=1.Cl.[NH2:23][OH:24].C(N(CC)CC)C, predict the reaction product. The product is: [CH3:1][O:2][CH2:3][O:4][C:5]1[CH:10]=[C:9]([O:11][CH2:12][O:13][CH3:14])[CH:8]=[CH:7][C:6]=1[C:15]1[CH2:20][CH2:19][CH2:18][C:17](=[N:23][OH:24])[CH:16]=1. (5) Given the reactants [NH2:1][C:2]1[S:3][C:4]([C:10]2[CH:15]=[CH:14][C:13]([C:16]([OH:19])([CH3:18])[CH3:17])=[CH:12][C:11]=2[F:20])=[CH:5][C:6]=1[C:7]([NH2:9])=[O:8].Cl[C:22]1[CH:32]=[CH:31][C:25]([C:26]([N:28]([CH3:30])[CH3:29])=[O:27])=[CH:24][N:23]=1, predict the reaction product. The product is: [NH2:9][C:7]([C:6]1[CH:5]=[C:4]([C:10]2[CH:15]=[CH:14][C:13]([C:16]([OH:19])([CH3:17])[CH3:18])=[CH:12][C:11]=2[F:20])[S:3][C:2]=1[NH:1][C:22]1[CH:32]=[CH:31][C:25]([C:26]([N:28]([CH3:30])[CH3:29])=[O:27])=[CH:24][N:23]=1)=[O:8]. (6) Given the reactants C[O:2][C:3](=[O:25])[C:4]1[CH:9]=[CH:8][C:7]([O:10][CH2:11][C:12]2[N:13]([CH3:24])[N:14]=[N:15][C:16]=2[C:17]2[CH:22]=[CH:21][C:20]([F:23])=[CH:19][N:18]=2)=[N:6][CH:5]=1.COC(=O)C1C=CC(OCC2N(C)N=NC=2C2C=CC=CN=2)=NC=1, predict the reaction product. The product is: [F:23][C:20]1[CH:21]=[CH:22][C:17]([C:16]2[N:15]=[N:14][N:13]([CH3:24])[C:12]=2[CH2:11][O:10][C:7]2[CH:8]=[CH:9][C:4]([C:3]([OH:25])=[O:2])=[CH:5][N:6]=2)=[N:18][CH:19]=1. (7) Given the reactants [C:1]([OH:5])(=[O:4])[CH:2]=[O:3].C([O-])(=O)C.[Ca+2:10].C([O-])(=O)C, predict the reaction product. The product is: [C:1]([O-:5])(=[O:4])[CH:2]=[O:3].[Ca+2:10].[C:1]([O-:5])(=[O:4])[CH:2]=[O:3].